This data is from Catalyst prediction with 721,799 reactions and 888 catalyst types from USPTO. The task is: Predict which catalyst facilitates the given reaction. (1) The catalyst class is: 35. Reactant: [CH:1]1([CH2:6][CH:7]([C:20]2[CH:25]=[CH:24][C:23]([Cl:26])=[C:22]([Cl:27])[CH:21]=2)[C:8]([NH:10][C:11]2[CH:19]=[CH:18][C:14]([C:15]([OH:17])=O)=[CH:13][N:12]=2)=[O:9])[CH2:5][CH2:4][CH2:3][CH2:2]1.[CH:28]([N:31](CC)C(C)C)(C)C.F[P-](F)(F)(F)(F)F.N1(O[P+](N(C)C)(N(C)C)N(C)C)C2C=CC=CC=2N=N1.CN.O1CCCC1. Product: [CH:1]1([CH2:6][CH:7]([C:20]2[CH:25]=[CH:24][C:23]([Cl:26])=[C:22]([Cl:27])[CH:21]=2)[C:8]([NH:10][C:11]2[CH:19]=[CH:18][C:14]([C:15]([NH:31][CH3:28])=[O:17])=[CH:13][N:12]=2)=[O:9])[CH2:2][CH2:3][CH2:4][CH2:5]1. (2) Product: [Br:1][C:2]1[C:7]([C:8]2[CH:13]=[CH:12][C:11]([F:14])=[CH:10][CH:9]=2)=[C:6]([F:15])[C:5]([O:16][CH2:20][CH3:21])=[C:4]([CH:17]=[O:18])[CH:3]=1. The catalyst class is: 21. Reactant: [Br:1][C:2]1[C:7]([C:8]2[CH:13]=[CH:12][C:11]([F:14])=[CH:10][CH:9]=2)=[C:6]([F:15])[C:5]([OH:16])=[C:4]([CH:17]=[O:18])[CH:3]=1.I[CH2:20][CH3:21].C(=O)([O-])[O-].[K+].[K+]. (3) Reactant: [Cl:1][C:2]1[CH:7]=[C:6]([NH:8][C:9](=[O:15])[O:10][C:11]([CH3:14])([CH3:13])[CH3:12])[CH:5]=[CH:4][N:3]=1.C([Li])(C)(C)C.CCCCC.CN([CH:29]=[O:30])C. Product: [Cl:1][C:2]1[C:7]([CH:29]=[O:30])=[C:6]([NH:8][C:9](=[O:15])[O:10][C:11]([CH3:12])([CH3:14])[CH3:13])[CH:5]=[CH:4][N:3]=1. The catalyst class is: 1. (4) Reactant: [Cl:1][C:2]1[CH:3]=[C:4]([NH:9][CH2:10][C:11]([N:13]2[CH2:18][CH2:17][CH2:16][C@@H:15]([NH:19][C:20]3[C:25]([C:26]([O:28][CH3:29])=[O:27])=[CH:24][N:23]=[C:22]4[N:30](S(C5C=CC(C)=CC=5)(=O)=O)[CH:31]=[CH:32][C:21]=34)[CH2:14]2)=[O:12])[CH:5]=[C:6]([Cl:8])[CH:7]=1.C([O-])([O-])=O.[Cs+].[Cs+]. Product: [Cl:1][C:2]1[CH:3]=[C:4]([NH:9][CH2:10][C:11]([N:13]2[CH2:18][CH2:17][CH2:16][C@@H:15]([NH:19][C:20]3[C:25]([C:26]([O:28][CH3:29])=[O:27])=[CH:24][N:23]=[C:22]4[NH:30][CH:31]=[CH:32][C:21]=34)[CH2:14]2)=[O:12])[CH:5]=[C:6]([Cl:8])[CH:7]=1. The catalyst class is: 20. (5) Reactant: C[O:2][C@@H:3]([CH3:38])[CH2:4][O:5][C:6]1[N:11]=[CH:10][C:9]([C:12]2[C:13]([CH3:31])=[N:14][CH:15]=[C:16]([NH:18][C:19](=[O:30])[C:20]3[CH:25]=[CH:24][CH:23]=[C:22]([C:26]([F:29])([F:28])[F:27])[CH:21]=3)[CH:17]=2)=[CH:8][C:7]=1[N:32]1[CH2:37][CH2:36][O:35][CH2:34][CH2:33]1.B(Br)(Br)Br. Product: [OH:2][C@@H:3]([CH3:38])[CH2:4][O:5][C:6]1[N:11]=[CH:10][C:9]([C:12]2[C:13]([CH3:31])=[N:14][CH:15]=[C:16]([NH:18][C:19](=[O:30])[C:20]3[CH:25]=[CH:24][CH:23]=[C:22]([C:26]([F:27])([F:28])[F:29])[CH:21]=3)[CH:17]=2)=[CH:8][C:7]=1[N:32]1[CH2:33][CH2:34][O:35][CH2:36][CH2:37]1. The catalyst class is: 2. (6) Reactant: [CH3:1][N:2]1[C:6]2=[N:7][CH:8]=[CH:9][CH:10]=[C:5]2[N:4]=[C:3]1S(C)(=O)=O.[OH:15][C:16]1[CH:21]=[CH:20][C:19]([N:22]2[C:26]3=[N:27][CH:28]=[CH:29][CH:30]=[C:25]3[N:24]([CH2:31][CH2:32][CH3:33])[C:23]2=[O:34])=[CH:18][CH:17]=1.[H-].[Na+]. Product: [CH3:1][N:2]1[C:6]2=[N:7][CH:8]=[CH:9][CH:10]=[C:5]2[N:4]=[C:3]1[O:15][C:16]1[CH:17]=[CH:18][C:19]([N:22]2[C:26]3=[N:27][CH:28]=[CH:29][CH:30]=[C:25]3[N:24]([CH2:31][CH2:32][CH3:33])[C:23]2=[O:34])=[CH:20][CH:21]=1. The catalyst class is: 121. (7) Reactant: [H-].[Na+].[Br:3][C:4]1[CH:5]=[C:6]2[C:10](=[CH:11][CH:12]=1)[NH:9][CH:8]=[CH:7]2.[CH3:13]I. Product: [Br:3][C:4]1[CH:5]=[C:6]2[C:10](=[CH:11][CH:12]=1)[N:9]([CH3:13])[CH:8]=[CH:7]2. The catalyst class is: 1. (8) Reactant: [CH3:1][C:2]1[CH2:11][N:10]([CH2:12][CH2:13][CH3:14])[C:9]2[N:8]3[CH2:15][N:16]([OH:18])[CH:17]=[C:7]3[CH:6]=[N:5][C:4]=2[C:3]=1[NH:19][S:20]([CH3:23])(=[O:22])=[O:21].[C:24](=O)([O-])[O-].[Cs+].[Cs+].[CH:30]1(Br)[CH2:32][CH2:31]1. Product: [CH:30]1([CH2:24][O:18][N:16]2[CH:17]=[C:7]3[CH:6]=[N:5][C:4]4[C:3]([NH:19][S:20]([CH3:23])(=[O:22])=[O:21])=[C:2]([CH3:1])[CH2:11][N:10]([CH2:12][CH2:13][CH3:14])[C:9]=4[N:8]3[CH2:15]2)[CH2:32][CH2:31]1. The catalyst class is: 9. (9) The catalyst class is: 6. Product: [CH3:23][C:17]1[S:16][C:15]([NH:14][C:28](=[O:29])[CH2:27][CH2:26][C:25]([F:32])([F:31])[F:24])=[C:19]([C:20]([NH2:22])=[O:21])[CH:18]=1. Reactant: C(N(CC)CC)C.C(OCC)(=O)C.[NH2:14][C:15]1[S:16][C:17]([CH3:23])=[CH:18][C:19]=1[C:20]([NH2:22])=[O:21].[F:24][C:25]([F:32])([F:31])[CH2:26][CH2:27][C:28](Cl)=[O:29].